This data is from Full USPTO retrosynthesis dataset with 1.9M reactions from patents (1976-2016). The task is: Predict the reactants needed to synthesize the given product. (1) Given the product [F:18][CH:19]([F:27])[O:1][C:2]1[CH:7]=[CH:6][C:5]([N+:8]([O-:10])=[O:9])=[CH:4][N:3]=1, predict the reactants needed to synthesize it. The reactants are: [OH:1][C:2]1[CH:7]=[CH:6][C:5]([N+:8]([O-:10])=[O:9])=[CH:4][N:3]=1.S([O-])([O-])(=O)=O.[Na+].[Na+].[F:18][C:19]([F:27])(S(F)(=O)=O)C(O)=O. (2) Given the product [CH2:1]([O:3][C:4](=[O:19])[C:5]1[CH:10]=[CH:9][CH:8]=[C:7]([O:11][C:12]2[CH:17]=[CH:16][CH:15]=[CH:14][CH:13]=2)[C:6]=1[CH2:18][Br:20])[CH3:2], predict the reactants needed to synthesize it. The reactants are: [CH2:1]([O:3][C:4](=[O:19])[C:5]1[CH:10]=[CH:9][CH:8]=[C:7]([O:11][C:12]2[CH:17]=[CH:16][CH:15]=[CH:14][CH:13]=2)[C:6]=1[CH3:18])[CH3:2].[Br:20]N1C(=O)CCC1=O.